From a dataset of Reaction yield outcomes from USPTO patents with 853,638 reactions. Predict the reaction yield, written as a fraction of the theoretical maximum amount of product (1.0 means a 100% yield; for example, 0.34 means a 34% yield). (1) The reactants are Cl[C:2]1[C:7]([NH:8][C:9](=[O:17])[C:10]2[CH:15]=[CH:14][CH:13]=[CH:12][C:11]=2[OH:16])=[CH:6][CH:5]=[C:4]([C:18]([F:21])([F:20])[F:19])[N:3]=1.C[O-].[Na+]. The catalyst is O. The product is [F:19][C:18]([F:21])([F:20])[C:4]1[CH:5]=[CH:6][C:7]2[NH:8][C:9](=[O:17])[C:10]3[CH:15]=[CH:14][CH:13]=[CH:12][C:11]=3[O:16][C:2]=2[N:3]=1. The yield is 0.550. (2) The reactants are [NH2:1][C@H:2]1[CH2:7][CH2:6][C@H:5]([C:8]([OH:10])=[O:9])[CH2:4][CH2:3]1.C([O-])([O-])=O.[K+].[K+].[CH:17]1[CH:22]=[CH:21][C:20]([CH2:23]Br)=[CH:19][CH:18]=1. The catalyst is CC#N. The product is [CH2:23]([N:1]([C@H:2]1[CH2:7][CH2:6][C@H:5]([C:8]([O:10][CH2:8][C:5]2[CH:6]=[CH:7][CH:2]=[CH:3][CH:4]=2)=[O:9])[CH2:4][CH2:3]1)[CH2:23][C:20]1[CH:21]=[CH:22][CH:17]=[CH:18][CH:19]=1)[C:20]1[CH:21]=[CH:22][CH:17]=[CH:18][CH:19]=1. The yield is 0.990.